This data is from Forward reaction prediction with 1.9M reactions from USPTO patents (1976-2016). The task is: Predict the product of the given reaction. (1) Given the reactants [F:1][C:2]1[CH:3]=[C:4]2[C:9](=[CH:10][CH:11]=1)[N:8]=[C:7]([C@@H:12]([NH:14][S@@](C(C)(C)C)=O)[CH3:13])[C:6]([C:21]1[CH:26]=[CH:25][CH:24]=[C:23]([S:27]([CH3:30])(=[O:29])=[O:28])[N:22]=1)=[CH:5]2.Cl.O1CCOCC1, predict the reaction product. The product is: [F:1][C:2]1[CH:3]=[C:4]2[C:9](=[CH:10][CH:11]=1)[N:8]=[C:7]([C@@H:12]([NH2:14])[CH3:13])[C:6]([C:21]1[CH:26]=[CH:25][CH:24]=[C:23]([S:27]([CH3:30])(=[O:29])=[O:28])[N:22]=1)=[CH:5]2. (2) Given the reactants [Cr](Cl)([O-])(=O)=O.[NH+]1C=CC=CC=1.[CH3:12][C:13](=[CH2:24])[CH:14]([C:18]1[CH:23]=[CH:22][CH:21]=[CH:20][CH:19]=1)[CH2:15][CH2:16][OH:17].C([O-])(=O)C.[Na+].C(OCC)C, predict the reaction product. The product is: [CH3:24][C:13](=[CH2:12])[CH:14]([C:18]1[CH:23]=[CH:22][CH:21]=[CH:20][CH:19]=1)[CH2:15][CH:16]=[O:17]. (3) Given the reactants C[Si]([C:5]#[C:6][C:7]1[CH:12]=[CH:11][C:10]([CH2:13][OH:14])=[CH:9][CH:8]=1)(C)C.CCCC[N+](CCCC)(CCCC)CCCC.[F-], predict the reaction product. The product is: [C:6]([C:7]1[CH:12]=[CH:11][C:10]([CH2:13][OH:14])=[CH:9][CH:8]=1)#[CH:5]. (4) Given the reactants [CH2:1]([O:8][C:9]1[C:14](OC)=[CH:13][C:12](B(O)O)=[C:11]([O:20][CH3:21])[CH:10]=1)[C:2]1[CH:7]=[CH:6][CH:5]=[CH:4][CH:3]=1.[CH3:22][O:23][C:24](=[O:42])[C:25]1[CH:30]=[C:29]([C:31](=[O:33])[CH3:32])[CH:28]=[CH:27][C:26]=1OS(C(F)(F)F)(=O)=O.C([O-])([O-])=O.[K+].[K+].O, predict the reaction product. The product is: [CH3:22][O:23][C:24]([C:25]1[C:26]([C:12]2[CH:13]=[CH:14][C:9]([O:8][CH2:1][C:2]3[CH:3]=[CH:4][CH:5]=[CH:6][CH:7]=3)=[CH:10][C:11]=2[O:20][CH3:21])=[CH:27][CH:28]=[C:29]([C:31](=[O:33])[CH3:32])[CH:30]=1)=[O:42]. (5) Given the reactants [CH3:1][O:2][C:3]1[CH:4]=[CH:5][C:6]([C:15]2[CH:16]=[CH:17][C:18]3[C:22]4[CH:23]=[CH:24][C:25]([C:27]5[CH:32]=[CH:31][C:30]([O:33][CH3:34])=[CH:29][C:28]=5[C:35]5[CH:40]=[CH:39][CH:38]=[CH:37][CH:36]=5)=[CH:26][C:21]=4[S:20][C:19]=3[CH:41]=2)=[C:7]([C:9]2[CH:14]=[CH:13][CH:12]=[CH:11][CH:10]=2)[CH:8]=1.CO, predict the reaction product. The product is: [CH3:34][O:33][C:30]1[CH:29]=[C:28]2[C:27](=[CH:32][CH:31]=1)[C:25]1[C:24](=[CH:23][C:22]3[C:18]4[CH:17]=[C:16]5[C:15](=[CH:41][C:19]=4[S:20][C:21]=3[CH:26]=1)[C:6]1[C:7](=[CH:8][C:3]([O:2][CH3:1])=[CH:4][CH:5]=1)[C:9]1[C:14]5=[CH:13][CH:12]=[CH:11][CH:10]=1)[C:40]1[C:35]2=[CH:36][CH:37]=[CH:38][CH:39]=1. (6) Given the reactants CC[N+](S(N=C(OC)[O-])(=O)=O)(CC)CC.[NH2:16][C:17](=O)[C@@H:18]([NH:37][C:38]([C:40]1([NH:46][C:47](=[O:53])[O:48][C:49]([CH3:52])([CH3:51])[CH3:50])[CH2:45][CH2:44][CH2:43][CH2:42][CH2:41]1)=[O:39])[CH2:19][C:20]1[CH:25]=[CH:24][C:23]([C:26]2[CH:27]=[C:28]3[CH2:34][N:33]([CH3:35])[C:32](=[O:36])[C:29]3=[N:30][CH:31]=2)=[CH:22][CH:21]=1, predict the reaction product. The product is: [C:17]([C@@H:18]([NH:37][C:38]([C:40]1([NH:46][C:47](=[O:53])[O:48][C:49]([CH3:51])([CH3:50])[CH3:52])[CH2:45][CH2:44][CH2:43][CH2:42][CH2:41]1)=[O:39])[CH2:19][C:20]1[CH:25]=[CH:24][C:23]([C:26]2[CH:27]=[C:28]3[CH2:34][N:33]([CH3:35])[C:32](=[O:36])[C:29]3=[N:30][CH:31]=2)=[CH:22][CH:21]=1)#[N:16].